From a dataset of Forward reaction prediction with 1.9M reactions from USPTO patents (1976-2016). Predict the product of the given reaction. (1) Given the reactants O=[C:2]([C:6]1[C:10]2[CH:11]=[N:12][CH:13]=[CH:14][C:9]=2[NH:8][CH:7]=1)[C:3]([NH2:5])=O.[H-].[Al+3].[Li+].[H-].[H-].[H-], predict the reaction product. The product is: [NH:8]1[C:9]2[CH:14]=[CH:13][N:12]=[CH:11][C:10]=2[C:6]([CH2:2][CH2:3][NH2:5])=[CH:7]1. (2) Given the reactants [CH3:1][O:2][C:3]1[CH:4]=[C:5]2[C:10](=[CH:11][C:12]=1[O:13][CH3:14])[N:9]=[CH:8][CH:7]=[C:6]2[O:15][C:16]1[CH:22]=[CH:21][C:19]([NH2:20])=[CH:18][CH:17]=1.ClC(Cl)(O[C:27](=[O:33])[O:28][C:29](Cl)(Cl)Cl)Cl.[O:35]1[CH2:40][CH2:39]C(O)[CH2:37][CH2:36]1.C(=O)(O)[O-].[Na+], predict the reaction product. The product is: [CH3:1][O:2][C:3]1[CH:4]=[C:5]2[C:10](=[CH:11][C:12]=1[O:13][CH3:14])[N:9]=[CH:8][CH:7]=[C:6]2[O:15][C:16]1[CH:22]=[CH:21][C:19]([NH:20][C:27](=[O:33])[O:28][CH:29]2[CH2:39][CH2:40][O:35][CH2:36][CH2:37]2)=[CH:18][CH:17]=1. (3) Given the reactants [Cl:1][C:2]1[CH:3]=[CH:4][C:5]([O:8][C:9]2[CH:10]=[N:11][C:12]([C:15]3([CH2:18][CH2:19][C:20]4[CH:25]=[CH:24][C:23]([F:26])=[CH:22][C:21]=4[F:27])[CH2:17][O:16]3)=[CH:13][CH:14]=2)=[N:6][CH:7]=1.C(NC(C)C)(C)C.[NH:35]1[CH:39]=[N:38][N:37]=[N:36]1, predict the reaction product. The product is: [Cl:1][C:2]1[CH:3]=[CH:4][C:5]([O:8][C:9]2[CH:14]=[CH:13][C:12]([C:15]([OH:16])([CH2:18][CH2:19][C:20]3[CH:25]=[CH:24][C:23]([F:26])=[CH:22][C:21]=3[F:27])[CH2:17][N:35]3[CH:39]=[N:38][N:37]=[N:36]3)=[N:11][CH:10]=2)=[N:6][CH:7]=1. (4) The product is: [Br:1][C:2]1([CH2:15][Cl:16])[CH:3]=[CH:4][CH:5]=[CH:6][CH2:7]1. Given the reactants [Br:1][C:2]1[CH:7]=[CH:6][C:5](CO)=[CH:4][CH:3]=1.S(Cl)(Cl)=O.Cl[CH2:15][Cl:16], predict the reaction product. (5) Given the reactants [F:1][C:2]1[CH:7]=[C:6]([N+:8]([O-])=O)[CH:5]=[CH:4][C:3]=1[N:11]1[CH2:16][CH2:15][N:14]([CH:17]2[CH2:20][O:19][CH2:18]2)[CH2:13][CH2:12]1, predict the reaction product. The product is: [F:1][C:2]1[CH:7]=[C:6]([CH:5]=[CH:4][C:3]=1[N:11]1[CH2:16][CH2:15][N:14]([CH:17]2[CH2:20][O:19][CH2:18]2)[CH2:13][CH2:12]1)[NH2:8]. (6) The product is: [NH2:22][C:20]1[S:21][CH:2]=[C:3]([C:5]2[CH:10]=[CH:9][C:8]([S:11]([NH:14][C:15]([CH3:18])([CH3:17])[CH3:16])(=[O:13])=[O:12])=[CH:7][CH:6]=2)[N:19]=1. Given the reactants Br[CH2:2][C:3]([C:5]1[CH:10]=[CH:9][C:8]([S:11]([NH:14][C:15]([CH3:18])([CH3:17])[CH3:16])(=[O:13])=[O:12])=[CH:7][CH:6]=1)=O.[NH2:19][C:20]([NH2:22])=[S:21].C([O-])(O)=O.[Na+], predict the reaction product.